Dataset: Full USPTO retrosynthesis dataset with 1.9M reactions from patents (1976-2016). Task: Predict the reactants needed to synthesize the given product. (1) Given the product [CH2:20]([C:6]1[C:7]([O:11][CH2:12][O:13][CH3:14])=[CH:8][CH:9]=[CH:10][C:5]=1[O:4][CH2:3][O:2][CH3:1])[C:21]1[CH:26]=[CH:25][CH:24]=[CH:23][CH:22]=1, predict the reactants needed to synthesize it. The reactants are: [CH3:1][O:2][CH2:3][O:4][C:5]1[CH:10]=[CH:9][CH:8]=[C:7]([O:11][CH2:12][O:13][CH3:14])[CH:6]=1.[Li]CCCC.[CH2:20](Br)[C:21]1[CH:26]=[CH:25][CH:24]=[CH:23][CH:22]=1. (2) Given the product [F:1][C:2]1[CH:3]=[CH:4][C:5]([CH2:6][NH:7][C:8]([C:10]2[CH:31]=[CH:30][C:13]3[S:14](=[O:37])[C:15]4[CH:29]=[CH:28][CH:27]=[CH:26][C:16]=4[C:17]([C:19]4[CH:24]=[CH:23][C:22]([Cl:25])=[CH:21][CH:20]=4)=[N:18][C:12]=3[CH:11]=2)=[O:9])=[CH:32][CH:33]=1, predict the reactants needed to synthesize it. The reactants are: [F:1][C:2]1[CH:33]=[CH:32][C:5]([CH2:6][NH:7][C:8]([C:10]2[CH:31]=[CH:30][C:13]3[S:14][C:15]4[CH:29]=[CH:28][CH:27]=[CH:26][C:16]=4[C:17]([C:19]4[CH:24]=[CH:23][C:22]([Cl:25])=[CH:21][CH:20]=4)=[N:18][C:12]=3[CH:11]=2)=[O:9])=[CH:4][CH:3]=1.OO.C(=O)(O)[O-:37].[Na+]. (3) Given the product [NH:1]1[C:5]2[CH:6]=[CH:7][C:8]([CH:10]=[O:11])=[CH:9][C:4]=2[N:3]=[N:2]1, predict the reactants needed to synthesize it. The reactants are: [NH:1]1[C:5]2[CH:6]=[CH:7][C:8]([CH2:10][OH:11])=[CH:9][C:4]=2[N:3]=[N:2]1.C1C=C[NH+]=CC=1.C1C=C[NH+]=CC=1.[O-][Cr](O[Cr]([O-])(=O)=O)(=O)=O. (4) Given the product [Cl:8][C:7]1[C:2]([C:13](=[O:23])[CH2:14][NH:15][C:16](=[O:17])[O:18][C:19]([CH3:20])([CH3:21])[CH3:22])=[N:3][CH:4]=[C:5]([Cl:9])[CH:6]=1, predict the reactants needed to synthesize it. The reactants are: Br[C:2]1[C:7]([Cl:8])=[CH:6][C:5]([Cl:9])=[CH:4][N:3]=1.CON(C)[C:13](=[O:23])[CH2:14][NH:15][C:16]([O:18][C:19]([CH3:22])([CH3:21])[CH3:20])=[O:17].[Cl-].[NH4+].O. (5) The reactants are: [F:1][C:2]([C:5]1[CH:9]=[C:8]([NH:10][C:11](=[O:19])OC2C=CC=CC=2)[N:7]([C:20]2[CH:21]=[N:22][CH:23]=[CH:24][CH:25]=2)[N:6]=1)([F:4])[CH3:3].[CH3:26][O:27][C:28]1[CH:29]=[C:30]2[C:35](=[CH:36][C:37]=1[O:38][CH3:39])[N:34]=[CH:33][N:32]=[C:31]2[O:40][C:41]1[CH:42]=[C:43]([CH:45]=[CH:46][CH:47]=1)[NH2:44]. Given the product [F:4][C:2]([C:5]1[CH:9]=[C:8]([NH:10][C:11]([NH:44][C:43]2[CH:45]=[CH:46][CH:47]=[C:41]([O:40][C:31]3[C:30]4[C:35](=[CH:36][C:37]([O:38][CH3:39])=[C:28]([O:27][CH3:26])[CH:29]=4)[N:34]=[CH:33][N:32]=3)[CH:42]=2)=[O:19])[N:7]([C:20]2[CH:21]=[N:22][CH:23]=[CH:24][CH:25]=2)[N:6]=1)([F:1])[CH3:3], predict the reactants needed to synthesize it.